From a dataset of Reaction yield outcomes from USPTO patents with 853,638 reactions. Predict the reaction yield, written as a fraction of the theoretical maximum amount of product (1.0 means a 100% yield; for example, 0.34 means a 34% yield). (1) The reactants are Cl[C:2]1[N:3]([C:13]2[CH:18]=[CH:17][CH:16]=[CH:15][CH:14]=2)[C:4]2[C:9]([C:10]=1[CH:11]=[O:12])=[CH:8][CH:7]=[CH:6][CH:5]=2.[NH:19]1[CH2:24][CH2:23][NH:22][CH2:21][CH2:20]1.O1CCOCC1. The catalyst is O. The product is [N:19]1([C:2]2[N:3]([C:13]3[CH:18]=[CH:17][CH:16]=[CH:15][CH:14]=3)[C:4]3[C:9]([C:10]=2[CH:11]=[O:12])=[CH:8][CH:7]=[CH:6][CH:5]=3)[CH2:24][CH2:23][NH:22][CH2:21][CH2:20]1. The yield is 0.360. (2) The reactants are [NH2:1][C@H:2]([C:4]1[N:9]([C:10]2[CH:15]=[CH:14][CH:13]=[CH:12][CH:11]=2)[C:8](=[O:16])[C:7]2=[C:17]([CH3:20])[CH:18]=[CH:19][N:6]2[N:5]=1)[CH3:3].Cl[C:22]1[N:27]=[CH:26][N:25]=[C:24]([NH2:28])[C:23]=1[I:29].[F-].[Cs+].C(N(CC)C(C)C)(C)C. No catalyst specified. The product is [NH2:28][C:24]1[N:25]=[CH:26][N:27]=[C:22]([NH:1][C@H:2]([C:4]2[N:9]([C:10]3[CH:15]=[CH:14][CH:13]=[CH:12][CH:11]=3)[C:8](=[O:16])[C:7]3=[C:17]([CH3:20])[CH:18]=[CH:19][N:6]3[N:5]=2)[CH3:3])[C:23]=1[I:29]. The yield is 0.590. (3) The reactants are C[S:2]([C:5]1[CH:6]=[CH:7][C:8]([N:14]2[CH2:18][CH2:17][CH2:16][CH2:15]2)=[C:9]([CH:13]=1)[C:10]([OH:12])=[O:11])(=[O:4])=[O:3].ClC1C=CC(S(=O)(=O)[NH:30][CH2:31][CH:32]2[CH2:34][CH2:33]2)=CC=1C(O)=O.N1CCCC1. No catalyst specified. The product is [CH:32]1([CH2:31][NH:30][S:2]([C:5]2[CH:6]=[CH:7][C:8]([N:14]3[CH2:18][CH2:17][CH2:16][CH2:15]3)=[C:9]([CH:13]=2)[C:10]([OH:12])=[O:11])(=[O:4])=[O:3])[CH2:34][CH2:33]1. The yield is 0.380. (4) The reactants are [CH3:1][O:2][C:3]1[CH:4]=[C:5]2[C:10](=[CH:11][C:12]=1[O:13][CH3:14])[N:9]=[CH:8][N:7]=[C:6]2[O:15][C:16]1[CH:17]=[C:18]([CH:20]=[CH:21][CH:22]=1)[NH2:19].[C:23]([C:27]1[CH:32]=[CH:31][C:30]([N:33]=[C:34]=[O:35])=[CH:29][CH:28]=1)([CH3:26])([CH3:25])[CH3:24]. The catalyst is CN(C=O)C.O. The product is [C:23]([C:27]1[CH:32]=[CH:31][C:30]([NH:33][C:34]([NH:19][C:18]2[CH:20]=[CH:21][CH:22]=[C:16]([O:15][C:6]3[C:5]4[C:10](=[CH:11][C:12]([O:13][CH3:14])=[C:3]([O:2][CH3:1])[CH:4]=4)[N:9]=[CH:8][N:7]=3)[CH:17]=2)=[O:35])=[CH:29][CH:28]=1)([CH3:26])([CH3:24])[CH3:25]. The yield is 0.380. (5) The reactants are [NH2:1][C:2]1[O:6][C:5]([C@@H:7]2[CH2:13][CH2:12][C@@H:11]3[CH2:14][N:8]2[C:9](=[O:23])[N:10]3[O:15][CH2:16][C:17]2[CH:22]=[CH:21][CH:20]=[CH:19][CH:18]=2)=[N:4][N:3]=1.[CH3:24][C:25]([O:28][C:29](O[C:29]([O:28][C:25]([CH3:27])([CH3:26])[CH3:24])=[O:30])=[O:30])([CH3:27])[CH3:26].C(N(CC)CC)C. The catalyst is CN(C)C1C=CN=CC=1.CN(C=O)C. The product is [CH2:16]([O:15][N:10]1[C:9](=[O:23])[N:8]2[CH2:14][C@H:11]1[CH2:12][CH2:13][C@H:7]2[C:5]1[O:6][C:2]([NH:1][C:29](=[O:30])[O:28][C:25]([CH3:27])([CH3:26])[CH3:24])=[N:3][N:4]=1)[C:17]1[CH:22]=[CH:21][CH:20]=[CH:19][CH:18]=1. The yield is 0.607. (6) The reactants are [C:1]([O:5][C:6](=[O:34])[N:7]([C:16]1[S:17][C@:18]2([CH2:32][OH:33])[C@H:20]([C@:21]([C:24]3[CH:29]=[CH:28][CH:27]=[C:26]([F:30])[C:25]=3[F:31])([CH3:23])[N:22]=1)[CH2:19]2)[CH2:8][O:9][CH2:10][CH2:11][Si:12]([CH3:15])([CH3:14])[CH3:13])([CH3:4])([CH3:3])[CH3:2].[CH3:35][S:36](Cl)(=[O:38])=[O:37]. The catalyst is C(Cl)Cl. The product is [CH3:35][S:36]([O:33][CH2:32][C@:18]12[CH2:19][C@H:20]1[C@:21]([C:24]1[CH:29]=[CH:28][CH:27]=[C:26]([F:30])[C:25]=1[F:31])([CH3:23])[N:22]=[C:16]([N:7]([C:6]([O:5][C:1]([CH3:2])([CH3:4])[CH3:3])=[O:34])[CH2:8][O:9][CH2:10][CH2:11][Si:12]([CH3:15])([CH3:14])[CH3:13])[S:17]2)(=[O:38])=[O:37]. The yield is 0.930. (7) The reactants are Br[C:2]1[C:11]2[C:6](=[CH:7][CH:8]=[C:9]([OH:12])[CH:10]=2)[N:5]=[C:4]([C:13]2[CH:18]=[CH:17][C:16]([OH:19])=[C:15]([F:20])[CH:14]=2)[CH:3]=1.[N:21]1[CH:26]=[CH:25][C:24](B(O)O)=[CH:23][CH:22]=1. No catalyst specified. The product is [F:20][C:15]1[CH:14]=[C:13]([C:4]2[CH:3]=[C:2]([C:24]3[CH:25]=[CH:26][N:21]=[CH:22][CH:23]=3)[C:11]3[C:6](=[CH:7][CH:8]=[C:9]([OH:12])[CH:10]=3)[N:5]=2)[CH:18]=[CH:17][C:16]=1[OH:19]. The yield is 0.200. (8) The yield is 0.130. The reactants are [CH3:1][C:2]1([CH:5]=[CH2:6])[CH2:4][O:3]1.N1C=CN=C1.[Si:12](Cl)([C:15]([CH3:18])([CH3:17])[CH3:16])([CH3:14])[CH3:13].C(Cl)[Cl:21]. The catalyst is CN(C)C1C=CN=CC=1.[Ti](Cl)(Cl)(Cl)Cl. The product is [C:15]([Si:12]([O:3][CH2:4]/[C:2](/[CH3:1])=[CH:5]/[CH2:6][Cl:21])([CH3:14])[CH3:13])([CH3:18])([CH3:17])[CH3:16]. (9) The reactants are C(OP([CH2:9][C:10]#[N:11])(=O)OCC)C.C[Si]([N-][Si](C)(C)C)(C)C.[Li+].[CH2:22]([O:24][C:25]1[CH:26]=[C:27]([C:33]([C:35]2[CH:44]=[CH:43][C:38]3[N:39]([CH3:42])[N:40]=[N:41][C:37]=3[CH:36]=2)=O)[CH:28]=[CH:29][C:30]=1[O:31][CH3:32])[CH3:23].CCOCC. The catalyst is C1COCC1. The product is [CH2:22]([O:24][C:25]1[CH:26]=[C:27]([C:33]([C:35]2[CH:44]=[CH:43][C:38]3[N:39]([CH3:42])[N:40]=[N:41][C:37]=3[CH:36]=2)=[CH:9][C:10]#[N:11])[CH:28]=[CH:29][C:30]=1[O:31][CH3:32])[CH3:23]. The yield is 0.960.